From a dataset of NCI-60 drug combinations with 297,098 pairs across 59 cell lines. Regression. Given two drug SMILES strings and cell line genomic features, predict the synergy score measuring deviation from expected non-interaction effect. (1) Synergy scores: CSS=9.13, Synergy_ZIP=-2.55, Synergy_Bliss=-1.98, Synergy_Loewe=-3.23, Synergy_HSA=-1.00. Cell line: PC-3. Drug 2: COC1=NC(=NC2=C1N=CN2C3C(C(C(O3)CO)O)O)N. Drug 1: C1CN1P(=S)(N2CC2)N3CC3. (2) Drug 1: CNC(=O)C1=CC=CC=C1SC2=CC3=C(C=C2)C(=NN3)C=CC4=CC=CC=N4. Drug 2: CC1=C(N=C(N=C1N)C(CC(=O)N)NCC(C(=O)N)N)C(=O)NC(C(C2=CN=CN2)OC3C(C(C(C(O3)CO)O)O)OC4C(C(C(C(O4)CO)O)OC(=O)N)O)C(=O)NC(C)C(C(C)C(=O)NC(C(C)O)C(=O)NCCC5=NC(=CS5)C6=NC(=CS6)C(=O)NCCC[S+](C)C)O. Cell line: HOP-62. Synergy scores: CSS=-1.96, Synergy_ZIP=-14.5, Synergy_Bliss=-27.4, Synergy_Loewe=-51.7, Synergy_HSA=-29.3. (3) Drug 2: CN(CC1=CN=C2C(=N1)C(=NC(=N2)N)N)C3=CC=C(C=C3)C(=O)NC(CCC(=O)O)C(=O)O. Synergy scores: CSS=31.8, Synergy_ZIP=-8.12, Synergy_Bliss=-5.67, Synergy_Loewe=-3.20, Synergy_HSA=-1.57. Cell line: M14. Drug 1: C1=CC(=CC=C1CCC2=CNC3=C2C(=O)NC(=N3)N)C(=O)NC(CCC(=O)O)C(=O)O. (4) Drug 1: CC(C1=C(C=CC(=C1Cl)F)Cl)OC2=C(N=CC(=C2)C3=CN(N=C3)C4CCNCC4)N. Drug 2: C1CN(P(=O)(OC1)NCCCl)CCCl. Cell line: SNB-19. Synergy scores: CSS=5.08, Synergy_ZIP=4.48, Synergy_Bliss=0.266, Synergy_Loewe=-4.41, Synergy_HSA=-0.530.